From a dataset of Catalyst prediction with 721,799 reactions and 888 catalyst types from USPTO. Predict which catalyst facilitates the given reaction. (1) Reactant: Br[C:2]1[C:3]2[CH:13]=[CH:12][CH:11]=[CH:10][C:4]=2[S:5][C:6]=1[N+:7]([O-:9])=[O:8].[NH2:14][C:15]1[CH:20]=[CH:19][CH:18]=[CH:17][CH:16]=1.C(N(CC)CC)C. Product: [N+:7]([C:6]1[S:5][C:4]2[CH:10]=[CH:11][CH:12]=[CH:13][C:3]=2[C:2]=1[NH:14][C:15]1[CH:20]=[CH:19][CH:18]=[CH:17][CH:16]=1)([O-:9])=[O:8]. The catalyst class is: 3. (2) Reactant: Cl[C:2]1[C:3]([N:22]2[CH2:26][CH2:25][C@@H:24]([OH:27])[CH2:23]2)=[N:4][CH:5]=[C:6]([CH:21]=1)[C:7]([NH:9][C:10]1[CH:15]=[CH:14][C:13]([O:16][C:17]([F:20])([F:19])[F:18])=[CH:12][CH:11]=1)=[O:8].[F:28][C:29]1[C:34](B(O)O)=[CH:33][CH:32]=[CH:31][N:30]=1.C([O-])([O-])=O.[Na+].[Na+]. Product: [F:28][C:29]1[C:34]([C:2]2[C:3]([N:22]3[CH2:26][CH2:25][C@@H:24]([OH:27])[CH2:23]3)=[N:4][CH:5]=[C:6]([C:7]([NH:9][C:10]3[CH:11]=[CH:12][C:13]([O:16][C:17]([F:19])([F:20])[F:18])=[CH:14][CH:15]=3)=[O:8])[CH:21]=2)=[CH:33][CH:32]=[CH:31][N:30]=1. The catalyst class is: 57.